Dataset: Full USPTO retrosynthesis dataset with 1.9M reactions from patents (1976-2016). Task: Predict the reactants needed to synthesize the given product. (1) Given the product [F:1][C:2]1[CH:26]=[CH:25][C:5]2[O:6][C:7]([CH:19]3[CH2:20][CH2:21][N:22]([CH:28]([CH3:42])[CH2:29][CH2:30][NH2:31])[CH2:23][CH2:24]3)([C:9]3[CH:14]=[CH:13][C:12]([C:15]([F:16])([F:17])[F:18])=[CH:11][CH:10]=3)[O:8][C:4]=2[CH:3]=1, predict the reactants needed to synthesize it. The reactants are: [F:1][C:2]1[CH:26]=[CH:25][C:5]2[O:6][C:7]([CH:19]3[CH2:24][CH2:23][NH:22][CH2:21][CH2:20]3)([C:9]3[CH:14]=[CH:13][C:12]([C:15]([F:18])([F:17])[F:16])=[CH:11][CH:10]=3)[O:8][C:4]=2[CH:3]=1.O=[C:28]([CH3:42])[CH2:29][CH2:30][N:31]1C(=O)C2C(=CC=CC=2)C1=O. (2) Given the product [C:1]([O:4][C@@H:5]([C:16]1[CH:17]=[N:18][N:14]([C:10]2[CH:11]=[CH:12][CH:13]=[C:8]([Cl:7])[CH:9]=2)[N:15]=1)[CH3:6])(=[O:3])[CH3:2], predict the reactants needed to synthesize it. The reactants are: [C:1]([O:4][CH:5]=[CH2:6])(=[O:3])[CH3:2].[Cl:7][C:8]1[CH:9]=[C:10]([N:14]2[N:18]=[C:17](C(O)C)[CH:16]=[N:15]2)[CH:11]=[CH:12][CH:13]=1. (3) Given the product [F:41][C:40]([F:43])([F:42])[C:38]([OH:44])=[O:39].[F:41][C:40]([F:43])([F:42])[C:38]([OH:44])=[O:39].[NH2:30][C@H:26]1[CH2:27][CH2:28][CH2:29][N:24]([C:23]2[CH:22]=[CH:21][N:20]=[CH:19][C:18]=2[NH:17][C:14]2[N:12]3[N:13]=[C:8]([C:3]4[C:2]([F:1])=[CH:7][CH:6]=[CH:5][N:4]=4)[CH:9]=[CH:10][C:11]3=[N:16][N:15]=2)[CH2:25]1, predict the reactants needed to synthesize it. The reactants are: [F:1][C:2]1[C:3]([C:8]2[CH:9]=[CH:10][C:11]3[N:12]([C:14]([NH:17][C:18]4[CH:19]=[N:20][CH:21]=[CH:22][C:23]=4[N:24]4[CH2:29][CH2:28][CH2:27][C@H:26]([NH:30]C(=O)OC(C)(C)C)[CH2:25]4)=[N:15][N:16]=3)[N:13]=2)=[N:4][CH:5]=[CH:6][CH:7]=1.[C:38]([OH:44])([C:40]([F:43])([F:42])[F:41])=[O:39]. (4) Given the product [CH3:34][N:7]([C:2]1[CH:3]=[CH:4][CH:5]=[CH:6][N:1]=1)[C:8]([N:10]1[C@@H:16]2[CH2:17][N:13]([CH2:14][CH2:15]2)[C:12]2[CH:18]=[CH:19][C:20]([C:22]3[CH:27]=[CH:26][CH:25]=[C:24]([C:28]([F:31])([F:30])[F:29])[CH:23]=3)=[N:21][C:11]1=2)=[O:9], predict the reactants needed to synthesize it. The reactants are: [N:1]1[CH:6]=[CH:5][CH:4]=[CH:3][C:2]=1[NH:7][C:8]([N:10]1[C@@H:16]2[CH2:17][N:13]([CH2:14][CH2:15]2)[C:12]2[CH:18]=[CH:19][C:20]([C:22]3[CH:27]=[CH:26][CH:25]=[C:24]([C:28]([F:31])([F:30])[F:29])[CH:23]=3)=[N:21][C:11]1=2)=[O:9].[H-].[Na+].[CH3:34]I. (5) Given the product [C:46]1([CH3:49])[CH:45]=[CH:44][C:43]([C:40](=[N:41][O:42][CH2:30][CH2:29][N:27]([CH3:28])[S:26]([C:23]2[CH:22]=[CH:21][CH:20]=[C:19]3[C:24]=2[CH2:25][CH:17]([C:15]([O:14][CH3:13])=[O:16])[CH2:18]3)(=[O:33])=[O:32])[C:37]2[CH:38]=[CH:39][C:34]([CH3:50])=[CH:35][CH:36]=2)=[CH:48][CH:47]=1, predict the reactants needed to synthesize it. The reactants are: C1C2C(=CC=CC=2)CC1C([O-])=O.[CH3:13][O:14][C:15]([CH:17]1[CH2:25][C:24]2[C:19](=[CH:20][CH:21]=[CH:22][C:23]=2[S:26](=[O:33])(=[O:32])[N:27]([CH2:29][CH2:30]Br)[CH3:28])[CH2:18]1)=[O:16].[C:34]1([CH3:50])[CH:39]=[CH:38][C:37]([C:40]([C:43]2[CH:48]=[CH:47][C:46]([CH3:49])=[CH:45][CH:44]=2)=[N:41][OH:42])=[CH:36][CH:35]=1.C(=O)([O-])[O-].[K+].[K+]. (6) Given the product [O:7]([C:8]1[CH:9]=[N:10][CH:11]=[C:12]([C:32]2[CH:31]=[CH:30][N:29]=[C:28]([CH3:27])[CH:33]=2)[CH:13]=1)[C@@H:6]1[S:15][CH2:16][C@@H:17]([OH:23])[C@H:18]([OH:19])[C@H:5]1[OH:4], predict the reactants needed to synthesize it. The reactants are: C([O:4][C@@H:5]1[C@@H:18]([O:19]C(=O)C)[C@H:17]([O:23]C(=O)C)[CH2:16][S:15][C@H:6]1[O:7][C:8]1[CH:9]=[N:10][CH:11]=[C:12](Br)[CH:13]=1)(=O)C.[CH3:27][C:28]1[CH:33]=[C:32](B(O)O)[CH:31]=[CH:30][N:29]=1. (7) Given the product [NH2:27][CH2:26][CH2:25][O:24][C:21]1[CH:22]=[CH:23][C:18]([CH2:17][C@H:16]([NH:35][C:36](=[O:46])[O:37][C@@H:38]2[C@H:45]3[C@H:41]([O:42][CH2:43][CH2:44]3)[O:40][CH2:39]2)[C@H:15]([OH:47])[CH2:14][N:13]([S:10]([C:8]2[CH:7]=[CH:6][C:5]3[O:1][CH2:2][O:3][C:4]=3[CH:9]=2)(=[O:11])=[O:12])[CH2:48][CH:49]([CH3:51])[CH3:50])=[CH:19][CH:20]=1, predict the reactants needed to synthesize it. The reactants are: [O:1]1[C:5]2[CH:6]=[CH:7][C:8]([S:10]([N:13]([CH2:48][CH:49]([CH3:51])[CH3:50])[CH2:14][C@@H:15]([OH:47])[C@@H:16]([NH:35][C:36](=[O:46])[O:37][C@@H:38]3[C@H:45]4[C@H:41]([O:42][CH2:43][CH2:44]4)[O:40][CH2:39]3)[CH2:17][C:18]3[CH:23]=[CH:22][C:21]([O:24][CH2:25][CH2:26][NH:27]C(OC(C)(C)C)=O)=[CH:20][CH:19]=3)(=[O:12])=[O:11])=[CH:9][C:4]=2[O:3][CH2:2]1.C(O)(C(F)(F)F)=O.